From a dataset of Experimentally validated miRNA-target interactions with 360,000+ pairs, plus equal number of negative samples. Binary Classification. Given a miRNA mature sequence and a target amino acid sequence, predict their likelihood of interaction. (1) The miRNA is hsa-miR-6863 with sequence UAGACGUGGUGAAGGAUUGAGUG. The protein sequence of the target gene is MAEGEDMQTFTSIMDALVRISTSMKNMEKELLCPVCQEMYKQPLVLPCTHNVCQACAREVLGQQGYIGHGGDPSSEPTSPASTPSTRSPRLSRRTLPKPDRLDRLLKSGFGTYPGRKRGALHPQTILFPCPACQGDVELGERGLSGLFRNLTLERVVERYRQSVSVGGAILCQLCKPPPLEATKGCTECRATFCNECFKLFHPWGTQKAQHEPTLPTLSFRPKGLMCPDHKEEVTHYCKTCQRLVCQLCRVRRTHSGHKITPVLSAYQALKDKLTKSLAYILGNQDTVQTQICELEETIR.... Result: 0 (no interaction). (2) The protein sequence of the target gene is MKLLWQAKMSSIQDWGEEVEEGAVYHVTLKRVQIQQAANKGARWLGVEGDQLPPGHTVSQYETCKIRTIKAGTLEKLVENLLTAFGDNDFTYISIFLSTYRGFASTKEVLELLLDRYGNLTSPNCEEDGSQSSSESKMVIRNAIASILRAWLDQCAEDFREPPHFPCLQKLLDYLTRMMPGSDPERRAQNLLEQFQKQEVETDNGLPNTISFSLEEEEELEGGESAEFTCFSEDLVAEQLTYMDAQLFKKVVPHHCLGCIWSRRDKKENKHLAPTIRATISQFNTLTKCVVSTILGGKEL.... The miRNA is mmu-miR-294-3p with sequence AAAGUGCUUCCCUUUUGUGUGU. Result: 0 (no interaction). (3) The protein sequence of the target gene is MQRPEAWPRPHPGEGAAAAQAGGPAPPARAGEPSGLRLQEPSLYTIKAVFILDNDGRRLLAKYYDDTFPSMKEQMVFEKNVFNKTSRTESEIAFFGGMTIVYKNSIDLFLYVVGSSYENELMLMSVLTCLFESLNHMLRKNVEKRWLLENMDGAFLVLDEIVDGGVILESDPQQVIQKVNFRADDGGLTEQSVAQVLQSAKEQIKWSLLK. The miRNA is hsa-miR-6786-3p with sequence UGACGCCCCUUCUGAUUCUGCCU. Result: 0 (no interaction). (4) The miRNA is hsa-miR-5681b with sequence AGGUAUUGCCACCCUUUCUAGU. The protein sequence of the target gene is MSVASTAAPFHTTSGSSGAISTFSVVDYVVFGLLLVLSLVIGLYHACRGWGHHTVGELLMADRKMGCLPVALSLLATFQSAVAILGAPAEIFRFGTQYWFLGCSYFLGLLIPAHIFIPVFYRLHLTSAYEYLELRFNKAVRICGTVTFIFQMVIYMGVALYAPSLALNAVTGFDLWLSVLALGIVCNIYTALGGLKAVIWTDVFQTLVMFLGQLVVIIVGAARVGGLGHVWNVTSQHGLISGINLDPDPFVRHTFWTLAFGGVFMMLSLYGVNQAQVQRYLSSHSERAAVLSCYAVFPCQ.... Result: 0 (no interaction).